The task is: Predict the reactants needed to synthesize the given product.. This data is from Full USPTO retrosynthesis dataset with 1.9M reactions from patents (1976-2016). (1) Given the product [CH3:1][O:2][C:3]1[CH:4]=[CH:5][C:6]([C:9]2[C:17]3[C:16]([NH:18][CH2:19][CH2:20][CH2:21][CH2:22][CH2:23][CH2:24][C:25]4[NH:39][N:38]=[N:37][N:26]=4)=[N:15][CH:14]=[N:13][C:12]=3[O:11][C:10]=2[C:27]2[CH:28]=[CH:29][CH:30]=[CH:31][CH:32]=2)=[CH:7][CH:8]=1, predict the reactants needed to synthesize it. The reactants are: [CH3:1][O:2][C:3]1[CH:8]=[CH:7][C:6]([C:9]2[C:17]3[C:16]([NH:18][CH2:19][CH2:20][CH2:21][CH2:22][CH2:23][CH2:24][C:25]#[N:26])=[N:15][CH:14]=[N:13][C:12]=3[O:11][C:10]=2[C:27]2[CH:32]=[CH:31][CH:30]=[CH:29][CH:28]=2)=[CH:5][CH:4]=1.C[Si]([N:37]=[N+:38]=[N-:39])(C)C.C([Sn](=O)CCCC)CCC. (2) Given the product [CH2:1]([O:2][C:3]([C:5]1[CH:6]=[C:7]2[C:11](=[CH:12][CH:13]=1)[NH:10][CH:9]=[C:8]2[C:14](=[O:21])[CH2:15][CH2:16][C:17]([O:19][CH2:20][C:23]1[CH:24]=[CH:25][CH:26]=[CH:27][CH:28]=1)=[O:18])=[O:4])[C:5]1[CH:6]=[CH:7][CH:11]=[CH:12][CH:13]=1, predict the reactants needed to synthesize it. The reactants are: [CH3:1][O:2][C:3]([C:5]1[CH:6]=[C:7]2[C:11](=[CH:12][CH:13]=1)[NH:10][CH:9]=[C:8]2[C:14](=[O:21])[CH2:15][CH2:16][C:17]([O:19][CH3:20])=[O:18])=[O:4].C(O)[C:23]1[CH:28]=[CH:27][CH:26]=[CH:25][CH:24]=1. (3) Given the product [CH3:1][S:2][C:3]1[CH:10]=[CH:9][C:6]([CH2:7][OH:8])=[C:5]([C:11]([F:12])([F:13])[F:14])[CH:4]=1, predict the reactants needed to synthesize it. The reactants are: [CH3:1][S:2][C:3]1[CH:10]=[CH:9][C:6]([CH:7]=[O:8])=[C:5]([C:11]([F:14])([F:13])[F:12])[CH:4]=1.[BH4-].[Na+]. (4) Given the product [CH3:8][C:9]1[CH:14]=[CH:13][C:12]([S:15]([O:7][CH:4]2[CH2:5][CH2:6][O:1][CH2:2][CH2:3]2)(=[O:17])=[O:16])=[CH:11][CH:10]=1, predict the reactants needed to synthesize it. The reactants are: [O:1]1[CH2:6][CH2:5][CH:4]([OH:7])[CH2:3][CH2:2]1.[CH3:8][C:9]1[CH:14]=[CH:13][C:12]([S:15](Cl)(=[O:17])=[O:16])=[CH:11][CH:10]=1.O. (5) Given the product [Br:16][CH2:13][C:3]1[CH:4]=[CH:5][C:6]([N+:10]([O-:12])=[O:11])=[C:7]([O:8][CH3:9])[C:2]=1[Cl:1], predict the reactants needed to synthesize it. The reactants are: [Cl:1][C:2]1[C:7]([O:8][CH3:9])=[C:6]([N+:10]([O-:12])=[O:11])[CH:5]=[CH:4][C:3]=1[CH2:13]O.P(Br)(Br)[Br:16].C([O-])(O)=O.[Na+]. (6) Given the product [CH2:1]([O:8][C:9]1[C:10]([C:20]([O:22][CH3:23])=[O:21])=[N:11][C:12]([NH:33][CH2:34][CH2:35][CH2:36][CH2:37][CH2:38][CH2:39][NH:40][C:41]([O:42][C:43]([CH3:46])([CH3:45])[CH3:44])=[O:47])=[C:13]2[C:18]=1[N:17]=[CH:16][CH:15]=[CH:14]2)[C:2]1[CH:7]=[CH:6][CH:5]=[CH:4][CH:3]=1, predict the reactants needed to synthesize it. The reactants are: [CH2:1]([O:8][C:9]1[C:10]([C:20]([O:22][CH3:23])=[O:21])=[N:11][C:12](Br)=[C:13]2[C:18]=1[N:17]=[CH:16][CH:15]=[CH:14]2)[C:2]1[CH:7]=[CH:6][CH:5]=[CH:4][CH:3]=1.CCN(C(C)C)C(C)C.[NH2:33][CH2:34][CH2:35][CH2:36][CH2:37][CH2:38][CH2:39][NH:40][C:41](=[O:47])[O:42][C:43]([CH3:46])([CH3:45])[CH3:44].O. (7) Given the product [CH2:9]([S:8][C:7]1[CH:6]=[CH:5][C:4]([S:11]([NH2:14])(=[O:13])=[O:12])=[CH:3][C:2]=1[N:1]=[C:29]=[S:30])[CH3:10], predict the reactants needed to synthesize it. The reactants are: [NH2:1][C:2]1[CH:3]=[C:4]([S:11]([NH2:14])(=[O:13])=[O:12])[CH:5]=[CH:6][C:7]=1[S:8][CH2:9][CH3:10].C(OC1C=CC(C(N)=O)=CC=1N=[C:29]=[S:30])(C)C. (8) The reactants are: Cl.[NH2:2][C:3]1[CH:8]=[CH:7][C:6]([C:9]2[CH:17]=[C:16]3[C:12]([C:13]([NH:18][C:19]([C:21]4[CH:25]=[CH:24][S:23][CH:22]=4)=[O:20])=[N:14][NH:15]3)=[CH:11][CH:10]=2)=[CH:5][CH:4]=1.[Cl:26][C:27]1[C:32]([Cl:33])=[CH:31][CH:30]=[CH:29][C:28]=1[S:34](Cl)(=[O:36])=[O:35]. Given the product [Cl:26][C:27]1[C:32]([Cl:33])=[CH:31][CH:30]=[CH:29][C:28]=1[S:34]([NH:2][C:3]1[CH:4]=[CH:5][C:6]([C:9]2[CH:17]=[C:16]3[C:12]([C:13]([NH:18][C:19]([C:21]4[CH:25]=[CH:24][S:23][CH:22]=4)=[O:20])=[N:14][NH:15]3)=[CH:11][CH:10]=2)=[CH:7][CH:8]=1)(=[O:36])=[O:35], predict the reactants needed to synthesize it. (9) Given the product [Br:1][C:2]1[C:3]([F:14])=[C:4]([C:5]([C:17]2[CH:18]=[CH:19][C:20]([O:22][CH3:23])=[CH:21][C:16]=2[CH3:15])=[O:6])[CH:11]=[CH:12][CH:13]=1, predict the reactants needed to synthesize it. The reactants are: [Br:1][C:2]1[C:3]([F:14])=[C:4]([CH:11]=[CH:12][CH:13]=1)[C:5](N(OC)C)=[O:6].[CH3:15][C:16]1[CH:21]=[C:20]([O:22][CH3:23])[CH:19]=[CH:18][C:17]=1[Mg]Br.